From a dataset of Full USPTO retrosynthesis dataset with 1.9M reactions from patents (1976-2016). Predict the reactants needed to synthesize the given product. Given the product [CH3:11][C:6]([O:12][CH2:13][CH2:14][CH2:15][CH2:16][CH2:17][CH2:18][C:19]1[N:20]=[C:21]([C:25]2[CH:30]=[CH:29][C:28]([CH3:31])=[CH:27][CH:26]=2)[O:22][C:23]=1[CH3:24])([CH3:5])[C:7]#[N:9], predict the reactants needed to synthesize it. The reactants are: P(Br)(Br)Br.[CH3:5][C:6]([O:12][CH2:13][CH2:14][CH2:15][CH2:16][CH2:17][CH2:18][C:19]1[N:20]=[C:21]([C:25]2[CH:30]=[CH:29][C:28]([CH3:31])=[CH:27][CH:26]=2)[O:22][C:23]=1[CH3:24])([CH3:11])[C:7]([NH:9]O)=O.C(=O)([O-])O.[Na+].